Dataset: Full USPTO retrosynthesis dataset with 1.9M reactions from patents (1976-2016). Task: Predict the reactants needed to synthesize the given product. (1) Given the product [F:1][C:2]1[CH:7]=[C:6]([F:8])[CH:5]=[CH:4][C:3]=1[N:9]1[CH2:10][CH2:11][N:12]([CH2:15][CH2:16][CH2:17][C:18]2[N:23]=[C:22]([NH2:24])[N:21]3[N:25]=[C:26]([C:28]4[O:29][CH:30]=[CH:31][CH:32]=4)[N:27]=[C:20]3[CH:19]=2)[CH2:13][CH2:14]1, predict the reactants needed to synthesize it. The reactants are: [F:1][C:2]1[CH:7]=[C:6]([F:8])[CH:5]=[CH:4][C:3]=1[N:9]1[CH2:14][CH2:13][N:12]([CH2:15][C:16]#[C:17][C:18]2[N:23]=[C:22]([NH2:24])[N:21]3[N:25]=[C:26]([C:28]4[O:29][CH:30]=[CH:31][CH:32]=4)[N:27]=[C:20]3[CH:19]=2)[CH2:11][CH2:10]1. (2) Given the product [CH:12]1[C:7]2[C:1]3[C:2](=[CH:3][CH:4]=[CH:5][CH:6]=3)[C:18]3[C:13](=[CH:14][CH:15]=[CH:16][CH:17]=3)[C:8]=2[CH:9]=[CH:10][CH:11]=1, predict the reactants needed to synthesize it. The reactants are: [C:1]1([C:7]2[C:8]([C:13]3[CH:18]=[CH:17][CH:16]=[CH:15][CH:14]=3)=[CH:9][CH:10]=[CH:11][CH:12]=2)[CH:6]=[CH:5][CH:4]=[CH:3][CH:2]=1.C([O-])([O-])=O.[K+].[K+].O. (3) Given the product [CH3:33][C:5]([N:9]1[CH:13]=[CH:12][C:11]([C:23]2[CH:24]=[CH:25][C:26]([N+:29]([O-:31])=[O:30])=[CH:27][CH:28]=2)=[N:10]1)([CH3:2])[CH3:6], predict the reactants needed to synthesize it. The reactants are: C[C:2]([CH:5]([N:9]1[CH:13]=[C:12](B2OC(C)(C)C(C)(C)O2)[C:11]([C:23]2[CH:28]=[CH:27][C:26]([N+:29]([O-:31])=[O:30])=[CH:25][CH:24]=2)=[N:10]1)[C:6]([O-])=O)(C)C.Cl.[C:33](NN)(C)(C)C.